Task: Predict the product of the given reaction.. Dataset: Forward reaction prediction with 1.9M reactions from USPTO patents (1976-2016) (1) Given the reactants S(Cl)(Cl)=O.[F:5][C:6]1[CH:11]=[CH:10][C:9]([CH2:12][C:13]([OH:15])=O)=[CH:8][CH:7]=1.[S-:16][C:17]#[N:18].[K+].[NH2:20][C:21]1[CH:41]=[CH:40][C:24]([O:25][C:26]2[CH:31]=[CH:30][N:29]=[C:28]([NH:32][C:33]([N:35]3[CH2:39][CH2:38][CH2:37][CH2:36]3)=[O:34])[CH:27]=2)=[C:23]([F:42])[CH:22]=1, predict the reaction product. The product is: [F:42][C:23]1[CH:22]=[C:21]([NH:20][C:17]([NH:18][C:13](=[O:15])[CH2:12][C:9]2[CH:8]=[CH:7][C:6]([F:5])=[CH:11][CH:10]=2)=[S:16])[CH:41]=[CH:40][C:24]=1[O:25][C:26]1[CH:31]=[CH:30][N:29]=[C:28]([NH:32][C:33]([N:35]2[CH2:36][CH2:37][CH2:38][CH2:39]2)=[O:34])[CH:27]=1. (2) Given the reactants [OH:1][C:2]1[C:11]2[C:6](=[CH:7][CH:8]=[CH:9][CH:10]=2)[N:5]=[CH:4][C:3]=1[C:12]([OH:14])=O.CN(C(ON1N=NC2C=CC=NC1=2)=[N+](C)C)C.F[P-](F)(F)(F)(F)F.CCN(C(C)C)C(C)C.[NH2:48][C:49]1[CH:54]=[CH:53][CH:52]=[CH:51][CH:50]=1, predict the reaction product. The product is: [O:1]=[C:2]1[C:11]2[C:6](=[CH:7][CH:8]=[CH:9][CH:10]=2)[NH:5][CH:4]=[C:3]1[C:12]([NH:48][C:49]1[CH:54]=[CH:53][CH:52]=[CH:51][CH:50]=1)=[O:14].